This data is from Catalyst prediction with 721,799 reactions and 888 catalyst types from USPTO. The task is: Predict which catalyst facilitates the given reaction. Reactant: [CH3:1][C:2]([CH3:36])([CH3:35])[C:3]#[C:4][C:5]1[S:9][C:8]([C:10]([O:12]C)=[O:11])=[C:7]([N:14]([C:26]([C@H:28]2[CH2:33][CH2:32][C@H:31]([CH3:34])[CH2:30][CH2:29]2)=[O:27])[C@@H:15]([C:18]([N:20]2[CH2:25][CH2:24][O:23][CH2:22][CH2:21]2)=[O:19])[CH2:16][CH3:17])[CH:6]=1.O[Li].O.Cl. Product: [CH3:35][C:2]([CH3:1])([CH3:36])[C:3]#[C:4][C:5]1[S:9][C:8]([C:10]([OH:12])=[O:11])=[C:7]([N:14]([C:26]([C@H:28]2[CH2:29][CH2:30][C@H:31]([CH3:34])[CH2:32][CH2:33]2)=[O:27])[C@@H:15]([C:18]([N:20]2[CH2:21][CH2:22][O:23][CH2:24][CH2:25]2)=[O:19])[CH2:16][CH3:17])[CH:6]=1. The catalyst class is: 20.